This data is from Forward reaction prediction with 1.9M reactions from USPTO patents (1976-2016). The task is: Predict the product of the given reaction. (1) Given the reactants [OH-].[CH2:2]([N+:4]([CH2:10][CH3:11])([CH2:6][CH2:7][O:8][CH3:9])[CH3:5])[CH3:3].[CH2:12]([O:14][CH2:15][CH2:16][O:17][CH2:18][CH2:19][C:20]([OH:22])=[O:21])[CH3:13], predict the reaction product. The product is: [CH2:12]([O:14][CH2:15][CH2:16][O:17][CH2:18][CH2:19][C:20]([O-:22])=[O:21])[CH3:13].[CH2:2]([N+:4]([CH2:10][CH3:11])([CH2:6][CH2:7][O:8][CH3:9])[CH3:5])[CH3:3]. (2) Given the reactants [CH:1]1([NH2:7])[CH2:6][CH2:5][CH2:4][CH2:3][CH2:2]1.C([O:10][C:11]([C:13]1[C:14](=[O:32])[N:15]([CH2:25][C:26]2[CH:31]=[CH:30][CH:29]=[CH:28][CH:27]=2)[C:16]2[C:21]([C:22]=1[OH:23])=[CH:20][C:19]([CH3:24])=[CH:18][CH:17]=2)=O)C, predict the reaction product. The product is: [CH:1]1([NH:7][C:11]([C:13]2[C:14](=[O:32])[N:15]([CH2:25][C:26]3[CH:27]=[CH:28][CH:29]=[CH:30][CH:31]=3)[C:16]3[C:21]([C:22]=2[OH:23])=[CH:20][C:19]([CH3:24])=[CH:18][CH:17]=3)=[O:10])[CH2:6][CH2:5][CH2:4][CH2:3][CH2:2]1.